Dataset: Experimental lipophilicity measurements (octanol/water distribution) for 4,200 compounds from AstraZeneca. Task: Regression/Classification. Given a drug SMILES string, predict its absorption, distribution, metabolism, or excretion properties. Task type varies by dataset: regression for continuous measurements (e.g., permeability, clearance, half-life) or binary classification for categorical outcomes (e.g., BBB penetration, CYP inhibition). For this dataset (lipophilicity_astrazeneca), we predict Y. (1) The compound is Clc1ccc(-c2nnc3cccc(Cl)n23)c(Cl)c1. The Y is 2.88 logD. (2) The compound is COc1cc(OC)c(S(=O)(=O)N2c3ccccc3CC2C)cc1NC(C)=O. The Y is 1.95 logD.